The task is: Regression/Classification. Given a drug SMILES string, predict its toxicity properties. Task type varies by dataset: regression for continuous values (e.g., LD50, hERG inhibition percentage) or binary classification for toxic/non-toxic outcomes (e.g., AMES mutagenicity, cardiotoxicity, hepatotoxicity). Dataset: herg_karim.. This data is from hERG potassium channel inhibition data for cardiac toxicity prediction from Karim et al.. (1) The molecule is Cc1ccc(-c2cc3sc(N4CCC(N5CCCCC5)CC4)nc3cn2)cn1. The result is 1 (blocker). (2) The drug is Cc1cnc(N2CCC(C3CC3CCOc3nc(C)cc(C#N)n3)CC2)nc1. The result is 1 (blocker). (3) The result is 0 (non-blocker). The molecule is N#Cc1ccc(OCCN2CC3CN(CCCNS(=O)(=O)c4ccccc4F)CC(C2)O3)cc1. (4) The drug is Cc1nc2ccccc2n1C1C[C@H]2CC[C@H](C1)N2CCC1(c2ccccc2)CCN(C(=O)c2ccc3c(c2)CC(=O)NS3(=O)=O)CC1. The result is 0 (non-blocker). (5) The result is 1 (blocker). The molecule is NC(=O)Cc1ccc(C2CCC(N3CC(NC(=O)CNc4n[nH]c5ccc(C(F)(F)F)cc45)C3)CC2)cc1.